Dataset: Forward reaction prediction with 1.9M reactions from USPTO patents (1976-2016). Task: Predict the product of the given reaction. Given the reactants [CH2:1]([NH2:8])[C:2]1[CH:7]=[CH:6][CH:5]=[CH:4][CH:3]=1.C(N(CC)CC)C.[Cl-].ClC1N(C)CC[NH+]1C.[N:25]1([S:31]([C:34]2[CH:35]=[C:36]([CH:40]=[CH:41][CH:42]=2)[C:37](O)=[O:38])(=[O:33])=[O:32])[CH2:30][CH2:29][CH2:28][CH2:27][CH2:26]1, predict the reaction product. The product is: [CH2:1]([NH:8][C:37](=[O:38])[C:36]1[CH:40]=[CH:41][CH:42]=[C:34]([S:31]([N:25]2[CH2:30][CH2:29][CH2:28][CH2:27][CH2:26]2)(=[O:33])=[O:32])[CH:35]=1)[C:2]1[CH:7]=[CH:6][CH:5]=[CH:4][CH:3]=1.